Dataset: Catalyst prediction with 721,799 reactions and 888 catalyst types from USPTO. Task: Predict which catalyst facilitates the given reaction. (1) Reactant: [CH3:1][C:2]1[CH:9]=[CH:8][CH:7]=[CH:6][C:3]=1[CH:4]=O.[CH3:10][NH2:11].[BH4-].[Na+]. Product: [CH3:10][NH:11][CH2:4][C:3]1[CH:6]=[CH:7][CH:8]=[CH:9][C:2]=1[CH3:1]. The catalyst class is: 5. (2) Reactant: [OH:1][CH:2]1[CH2:11][C:10]([CH3:13])([CH3:12])[C:9]2[C:4](=[CH:5][CH:6]=[CH:7][CH:8]=2)[C:3]1=[N:14]O.Cl. Product: [NH2:14][CH:3]1[C:4]2[C:9](=[CH:8][CH:7]=[CH:6][CH:5]=2)[C:10]([CH3:12])([CH3:13])[CH2:11][CH:2]1[OH:1]. The catalyst class is: 19. (3) Reactant: [NH2:1][C:2]1[CH:7]=[CH:6][N:5]=[N:4][CH:3]=1.C1COCC1.N1C=CC=CC=1.Cl[C:20]([O:22][C:23]1[CH:28]=[CH:27][CH:26]=[CH:25][CH:24]=1)=[O:21]. Product: [N:5]1[CH:6]=[CH:7][C:2]([NH:1][C:20](=[O:21])[O:22][C:23]2[CH:28]=[CH:27][CH:26]=[CH:25][CH:24]=2)=[CH:3][N:4]=1. The catalyst class is: 10. (4) Reactant: C(O[C:6]([N:8]1[CH2:13][CH2:12][NH:11][CH2:10][CH2:9]1)=[O:7])(C)(C)C.[N+](C1C=CC(OC(=O)[NH:25][C:26]2[CH:31]=[CH:30][C:29]([CH:32]([CH3:34])[CH3:33])=[CH:28][CH:27]=2)=CC=1)([O-])=O. Product: [CH:32]([C:29]1[CH:30]=[CH:31][C:26]([NH:25][C:6]([N:8]2[CH2:9][CH2:10][NH:11][CH2:12][CH2:13]2)=[O:7])=[CH:27][CH:28]=1)([CH3:34])[CH3:33]. The catalyst class is: 23. (5) Product: [CH2:1]([N:8]([C:9]([O:10][CH2:11][C:12]1[CH:17]=[CH:16][CH:15]=[CH:14][CH:13]=1)=[O:18])[C@H:19]1[CH2:24][CH2:23][N:22]([C:28]2[CH:29]=[C:30]([CH:36]=[C:37]([CH3:39])[CH:38]=2)[C:31]([O:33][CH2:34][CH3:35])=[O:32])[CH2:21][C@H:20]1[O:25][CH3:26])[C:2]1[CH:3]=[CH:4][CH:5]=[CH:6][CH:7]=1. Reactant: [CH2:1]([N:8]([C@H:19]1[CH2:24][CH2:23][NH:22][CH2:21][C@H:20]1[O:25][CH3:26])[C:9](=[O:18])[O:10][CH2:11][C:12]1[CH:17]=[CH:16][CH:15]=[CH:14][CH:13]=1)[C:2]1[CH:7]=[CH:6][CH:5]=[CH:4][CH:3]=1.Br[C:28]1[CH:29]=[C:30]([CH:36]=[C:37]([CH3:39])[CH:38]=1)[C:31]([O:33][CH2:34][CH3:35])=[O:32].C(=O)([O-])[O-].[Cs+].[Cs+].O1CCOCC1. The catalyst class is: 826. (6) The catalyst class is: 14. Product: [N:17]1[CH:22]=[CH:21][CH:20]=[C:19]([CH2:23][S:15][C:13]2[O:14][C:10]([C:7]3[CH:8]=[CH:9][C:4]4[NH:3][CH:2]=[N:1][C:5]=4[CH:6]=3)=[N:11][N:12]=2)[CH:18]=1. Reactant: [NH:1]1[C:5]2[CH:6]=[C:7]([C:10]3[O:14][C:13]([SH:15])=[N:12][N:11]=3)[CH:8]=[CH:9][C:4]=2[N:3]=[CH:2]1.Cl.[N:17]1[CH:22]=[CH:21][CH:20]=[C:19]([CH2:23]Cl)[CH:18]=1. (7) The catalyst class is: 6. Reactant: [Br:1][C:2]1[CH:3]=[CH:4][C:5]([NH:8][S:9]([C:12]2[CH:17]=[CH:16][C:15]([CH3:18])=[CH:14][CH:13]=2)(=[O:11])=[O:10])=[N:6][CH:7]=1.CN(C=O)C.C(N(CC)C(C)C)(C)C.Br[CH2:34][C:35]([NH2:37])=[O:36]. Product: [Br:1][C:2]1[CH:3]=[CH:4][C:5](=[N:8][S:9]([C:12]2[CH:17]=[CH:16][C:15]([CH3:18])=[CH:14][CH:13]=2)(=[O:11])=[O:10])[N:6]([CH2:34][C:35]([NH2:37])=[O:36])[CH:7]=1. (8) Reactant: [CH2:1]([O:5][C:6]1[CH:13]=[CH:12][C:9]([CH:10]=O)=[CH:8][CH:7]=1)[CH2:2][CH2:3][CH3:4].[N+:14]([CH3:17])([O-:16])=[O:15].C([O-])(=O)C.[NH4+]. Product: [CH2:1]([O:5][C:6]1[CH:13]=[CH:12][C:9](/[CH:10]=[CH:17]/[N+:14]([O-:16])=[O:15])=[CH:8][CH:7]=1)[CH2:2][CH2:3][CH3:4]. The catalyst class is: 15. (9) Reactant: [Cl:1][C:2]1[CH:7]=[CH:6][CH:5]=[CH:4][C:3]=1[CH:8]([N:18]([C:43]1[CH:48]=[CH:47][CH:46]=[C:45]([F:49])[CH:44]=1)[C:19]([C@H:21]1[N:26]([C:27]2[CH:32]=[C:31]([C:33]#[N:34])[CH:30]=[CH:29][N:28]=2)[C:25](=[O:35])[CH2:24][N:23]([C:36](OC(C)(C)C)=[O:37])[CH2:22]1)=[O:20])[C:9]([NH:11][CH:12]1[CH2:15][C:14]([F:17])([F:16])[CH2:13]1)=[O:10].[C:50](O)(C(F)(F)F)=O.CCN(C(C)C)C(C)C.CC(OC(C)=O)=O. Product: [C:36]([N:23]1[CH2:24][C:25](=[O:35])[N:26]([C:27]2[CH:32]=[C:31]([C:33]#[N:34])[CH:30]=[CH:29][N:28]=2)[C@H:21]([C:19]([N:18]([C@@H:8]([C:3]2[CH:4]=[CH:5][CH:6]=[CH:7][C:2]=2[Cl:1])[C:9]([NH:11][CH:12]2[CH2:13][C:14]([F:17])([F:16])[CH2:15]2)=[O:10])[C:43]2[CH:48]=[CH:47][CH:46]=[C:45]([F:49])[CH:44]=2)=[O:20])[CH2:22]1)(=[O:37])[CH3:50]. The catalyst class is: 2. (10) Reactant: [CH3:1][N:2]1[CH:6]2[CH2:7][CH2:8][C:3]1([C@@H:9]([C:11]1[CH:16]=[CH:15][CH:14]=[CH:13][CH:12]=1)[NH2:10])[CH2:4][CH2:5]2.CCN(C(C)C)C(C)C.[CH3:26][S:27][C:28]1[N:36]=[CH:35][CH:34]=[CH:33][C:29]=1[C:30](O)=[O:31].C1C=CC2N(O)N=NC=2C=1.CN(C(ON1N=NC2C=CC=CC1=2)=[N+](C)C)C.[B-](F)(F)(F)F. Product: [CH3:1][N:2]1[CH:6]2[CH2:7][CH2:8][C:3]1([C@@H:9]([C:11]1[CH:16]=[CH:15][CH:14]=[CH:13][CH:12]=1)[NH:10][C:30](=[O:31])[C:29]1[CH:33]=[CH:34][CH:35]=[N:36][C:28]=1[S:27][CH3:26])[CH2:4][CH2:5]2. The catalyst class is: 3.